This data is from Retrosynthesis with 50K atom-mapped reactions and 10 reaction types from USPTO. The task is: Predict the reactants needed to synthesize the given product. (1) Given the product CCCCc1nc(C)n(-c2ccc3c(c2)C(O[Si](C)(C)C(C)(C)C)CC3)c(=O)c1Cc1ccc(-c2ccccc2C#N)cc1, predict the reactants needed to synthesize it. The reactants are: CC(C)(C)[Si](C)(C)OC1CCc2ccc(B(O)O)cc21.CCCCc1nc(C)[nH]c(=O)c1Cc1ccc(-c2ccccc2C#N)cc1. (2) Given the product C=CCON1C(=O)N2C[C@H]1C=C(C)[C@H]2C(=O)NC1CCN(C(=O)OC(C)(C)C)CC1, predict the reactants needed to synthesize it. The reactants are: C=CCON1C(=O)N2C[C@H]1C=C(C)[C@H]2C(=O)O.CC(C)(C)OC(=O)N1CCC(N)CC1. (3) Given the product CC(C)(C)OC(=O)NCCC(=O)Nc1ccc([N+](=O)[O-])c(C(=O)O)c1, predict the reactants needed to synthesize it. The reactants are: CC(C)(C)OC(=O)NCCC(=O)O.Nc1ccc([N+](=O)[O-])c(C(=O)O)c1. (4) Given the product CC(=O)Nc1cccc(CNC(=O)c2cccc3c2ccn3-c2ccnc(N)n2)c1, predict the reactants needed to synthesize it. The reactants are: CC(=O)Nc1cccc(CNC(=O)c2cccc3[nH]ccc23)c1.Nc1nccc(Cl)n1. (5) The reactants are: CC(C)(Cc1ccc(Cl)c(F)c1)Nc1ccc([N+](=O)[O-])cc1Cl. Given the product CC(C)(Cc1ccc(Cl)c(F)c1)Nc1ccc(N)cc1Cl, predict the reactants needed to synthesize it. (6) Given the product COC(=O)C(C)Oc1cc(-n2nc(C)n(C(F)F)c2=O)c(F)cc1Cl, predict the reactants needed to synthesize it. The reactants are: COC(=O)C(C)Br.Cc1nn(-c2cc(O)c(Cl)cc2F)c(=O)n1C(F)F.